Dataset: NCI-60 drug combinations with 297,098 pairs across 59 cell lines. Task: Regression. Given two drug SMILES strings and cell line genomic features, predict the synergy score measuring deviation from expected non-interaction effect. (1) Drug 1: CCC(=C(C1=CC=CC=C1)C2=CC=C(C=C2)OCCN(C)C)C3=CC=CC=C3.C(C(=O)O)C(CC(=O)O)(C(=O)O)O. Drug 2: CCCCC(=O)OCC(=O)C1(CC(C2=C(C1)C(=C3C(=C2O)C(=O)C4=C(C3=O)C=CC=C4OC)O)OC5CC(C(C(O5)C)O)NC(=O)C(F)(F)F)O. Cell line: HCT116. Synergy scores: CSS=57.4, Synergy_ZIP=1.04, Synergy_Bliss=0.217, Synergy_Loewe=-6.78, Synergy_HSA=-1.29. (2) Drug 1: C1=NC2=C(N=C(N=C2N1C3C(C(C(O3)CO)O)F)Cl)N. Drug 2: CNC(=O)C1=NC=CC(=C1)OC2=CC=C(C=C2)NC(=O)NC3=CC(=C(C=C3)Cl)C(F)(F)F. Cell line: SNB-75. Synergy scores: CSS=0.831, Synergy_ZIP=0.195, Synergy_Bliss=0.750, Synergy_Loewe=-1.31, Synergy_HSA=-0.634. (3) Drug 1: C1=CN(C(=O)N=C1N)C2C(C(C(O2)CO)O)O.Cl. Drug 2: CC1=C(C(CCC1)(C)C)C=CC(=CC=CC(=CC(=O)O)C)C. Cell line: UACC62. Synergy scores: CSS=20.6, Synergy_ZIP=-7.78, Synergy_Bliss=-1.95, Synergy_Loewe=-6.63, Synergy_HSA=2.10. (4) Drug 1: C1=CC(=C2C(=C1NCCNCCO)C(=O)C3=C(C=CC(=C3C2=O)O)O)NCCNCCO. Drug 2: C1=NC2=C(N1)C(=S)N=C(N2)N. Cell line: EKVX. Synergy scores: CSS=52.8, Synergy_ZIP=-6.28, Synergy_Bliss=-6.37, Synergy_Loewe=-3.43, Synergy_HSA=-1.08. (5) Drug 1: C1=NC2=C(N=C(N=C2N1C3C(C(C(O3)CO)O)O)F)N. Drug 2: C(=O)(N)NO. Cell line: NCI-H226. Synergy scores: CSS=1.17, Synergy_ZIP=-0.224, Synergy_Bliss=-1.82, Synergy_Loewe=0.0748, Synergy_HSA=-2.27. (6) Drug 1: CNC(=O)C1=NC=CC(=C1)OC2=CC=C(C=C2)NC(=O)NC3=CC(=C(C=C3)Cl)C(F)(F)F. Drug 2: COCCOC1=C(C=C2C(=C1)C(=NC=N2)NC3=CC=CC(=C3)C#C)OCCOC.Cl. Cell line: SK-MEL-5. Synergy scores: CSS=12.4, Synergy_ZIP=-0.337, Synergy_Bliss=4.73, Synergy_Loewe=7.56, Synergy_HSA=5.65. (7) Drug 1: CNC(=O)C1=CC=CC=C1SC2=CC3=C(C=C2)C(=NN3)C=CC4=CC=CC=N4. Drug 2: C1CNP(=O)(OC1)N(CCCl)CCCl. Cell line: SK-OV-3. Synergy scores: CSS=1.87, Synergy_ZIP=2.38, Synergy_Bliss=6.09, Synergy_Loewe=1.21, Synergy_HSA=2.66. (8) Drug 1: C1=CC(=CC=C1CC(C(=O)O)N)N(CCCl)CCCl.Cl. Drug 2: CS(=O)(=O)OCCCCOS(=O)(=O)C. Cell line: SF-539. Synergy scores: CSS=33.8, Synergy_ZIP=4.41, Synergy_Bliss=7.76, Synergy_Loewe=6.43, Synergy_HSA=6.88. (9) Drug 1: C(=O)(N)NO. Drug 2: CC1CCCC2(C(O2)CC(NC(=O)CC(C(C(=O)C(C1O)C)(C)C)O)C(=CC3=CSC(=N3)C)C)C. Cell line: HOP-62. Synergy scores: CSS=29.0, Synergy_ZIP=1.64, Synergy_Bliss=-4.12, Synergy_Loewe=-5.71, Synergy_HSA=-0.756.